From a dataset of Forward reaction prediction with 1.9M reactions from USPTO patents (1976-2016). Predict the product of the given reaction. Given the reactants [C:1]1([C:7]2[CH:12]=[C:11]([NH:13]C(=O)OC(C)(C)C)[CH:10]=[C:9]([C:21]3[CH:26]=[CH:25][CH:24]=[CH:23][CH:22]=3)[CH:8]=2)[CH:6]=[CH:5][CH:4]=[CH:3][CH:2]=1.FC(F)(F)C(O)=O, predict the reaction product. The product is: [C:1]1([C:7]2[CH:12]=[C:11]([NH2:13])[CH:10]=[C:9]([C:21]3[CH:26]=[CH:25][CH:24]=[CH:23][CH:22]=3)[CH:8]=2)[CH:2]=[CH:3][CH:4]=[CH:5][CH:6]=1.